This data is from Forward reaction prediction with 1.9M reactions from USPTO patents (1976-2016). The task is: Predict the product of the given reaction. (1) Given the reactants [Br:1][C:2]1[CH:3]=[C:4]([CH2:12]Br)[C:5]([C:8]([O:10]C)=O)=[N:6][CH:7]=1.[F:14][C:15]([F:26])([F:25])[O:16][C:17]1[CH:24]=[CH:23][C:20]([CH2:21][NH2:22])=[CH:19][CH:18]=1.C(=O)([O-])[O-].[K+].[K+], predict the reaction product. The product is: [Br:1][C:2]1[CH:3]=[C:4]2[CH2:12][N:22]([CH2:21][C:20]3[CH:23]=[CH:24][C:17]([O:16][C:15]([F:14])([F:25])[F:26])=[CH:18][CH:19]=3)[C:8](=[O:10])[C:5]2=[N:6][CH:7]=1. (2) Given the reactants [NH2:1][C:2]1[C:3]([NH:22][CH3:23])=[N:4][C:5]([NH:8][C:9]2[CH:14]=[CH:13][C:12]([C:15]([N:17]([CH2:20][CH3:21])[CH2:18][CH3:19])=[O:16])=[CH:11][CH:10]=2)=[N:6][CH:7]=1.[Cl:24][C:25]1[CH:26]=[N:27][CH:28]=[C:29]([Cl:38])[C:30]=1[C:31](=O)[C:32]([O:34]CC)=O.CC(O)=O, predict the reaction product. The product is: [Cl:38][C:29]1[CH:28]=[N:27][CH:26]=[C:25]([Cl:24])[C:30]=1[C:31]1[C:32](=[O:34])[N:22]([CH3:23])[C:3]2[N:4]=[C:5]([NH:8][C:9]3[CH:10]=[CH:11][C:12]([C:15]([N:17]([CH2:18][CH3:19])[CH2:20][CH3:21])=[O:16])=[CH:13][CH:14]=3)[N:6]=[CH:7][C:2]=2[N:1]=1.